This data is from Forward reaction prediction with 1.9M reactions from USPTO patents (1976-2016). The task is: Predict the product of the given reaction. (1) Given the reactants [C:1]1([CH:7]2[CH2:11][NH:10][C:9](=[O:12])[CH2:8]2)[CH:6]=[CH:5][CH:4]=[CH:3][CH:2]=1.[H-].[Na+].[CH2:15](Br)[C:16]1[CH:21]=[CH:20][CH:19]=[CH:18][CH:17]=1, predict the reaction product. The product is: [CH2:15]([N:10]1[CH2:11][CH:7]([C:1]2[CH:2]=[CH:3][CH:4]=[CH:5][CH:6]=2)[CH2:8][C:9]1=[O:12])[C:16]1[CH:21]=[CH:20][CH:19]=[CH:18][CH:17]=1. (2) Given the reactants [OH-].[Na+].[O:3]1[C:9]2[CH:8]3[O:10][CH:5]([CH2:6][CH:7]3[S:11]([O:14]C)(=O)=O)[C:4]1=2.Cl, predict the reaction product. The product is: [OH:3][CH:4]1[CH:9]2[CH:8]3[CH:7]([CH2:6][CH:5]1[O:10]3)[S:11][O:14]2. (3) Given the reactants [N:1]1[C:5]2[CH:6]=[CH:7][N:8]=[CH:9][C:4]=2[NH:3][CH:2]=1.C(=O)([O-])[O-].[K+].[K+].Br[CH2:17][CH2:18][CH2:19][CH2:20][CH2:21][B:22]([OH:24])[OH:23], predict the reaction product. The product is: [N:1]1([CH2:17][CH2:18][CH2:19][CH2:20][CH2:21][B:22]([OH:24])[OH:23])[C:5]2[CH:6]=[CH:7][N:8]=[CH:9][C:4]=2[N:3]=[CH:2]1. (4) Given the reactants [CH3:1][N:2]([CH3:28])[CH2:3][CH2:4][CH2:5][CH2:6][O:7][C:8]1[CH:13]=[CH:12][C:11]([NH:14][S:15]([C:18]2[CH:23]=[CH:22][C:21]([C:24]([F:27])([F:26])[F:25])=[CH:20][CH:19]=2)(=[O:17])=[O:16])=[CH:10][CH:9]=1.[CH2:29](O)[CH3:30], predict the reaction product. The product is: [CH3:28][N:2]([CH3:1])[CH2:3][CH2:4][CH2:5][CH2:6][O:7][C:8]1[CH:9]=[CH:10][C:11]([N:14]([CH2:29][CH3:30])[S:15]([C:18]2[CH:19]=[CH:20][C:21]([C:24]([F:26])([F:27])[F:25])=[CH:22][CH:23]=2)(=[O:17])=[O:16])=[CH:12][CH:13]=1.